Dataset: Microsomal clearance measurements from AstraZeneca. Task: Regression/Classification. Given a drug SMILES string, predict its absorption, distribution, metabolism, or excretion properties. Task type varies by dataset: regression for continuous measurements (e.g., permeability, clearance, half-life) or binary classification for categorical outcomes (e.g., BBB penetration, CYP inhibition). For this dataset (clearance_microsome_az), we predict log10(clearance) (log10 of the in vitro intrinsic clearance, CLint, in uL/min per mg of human liver microsomal protein, equivalently mL/min/g; values are censored to the assay range of 3 to 150, which is 0.477 to 2.18 on this log10 scale). (1) The compound is COc1nc(Br)cnc1NS(=O)(=O)c1ccc(Cl)s1. The log10(clearance) is 0.480. (2) The drug is O=C(O)CSCC(=O)Nc1nc(-c2ccccc2)cs1. The log10(clearance) is 1.25. (3) The drug is COCCOc1ccc(-c2cc(C(N)=O)c(NC(N)=O)s2)cc1. The log10(clearance) is 1.30. (4) The compound is Cc1ccc(C(=O)NC2CCC2)cc1-n1cnc2ccc(N3CCN(C)CC3)cc2c1=O. The log10(clearance) is 0.700. (5) The drug is COCCN(C)c1ccc(Nc2ncc3cc(-c4ccncc4)ccc3n2)cc1. The log10(clearance) is 1.88. (6) The drug is O=C(NS(=O)(=O)c1ccc(Cl)cc1)N1CCC(N2CCC(Oc3ccc(Cl)c(Cl)c3)CC2)CC1. The log10(clearance) is 0.700. (7) The molecule is CNS(=O)(=O)c1ccc2c(C(=O)NC[C@@H](O)CN3CCC(Oc4ccc(Cl)c(Cl)c4)CC3)c[nH]c(=O)c2c1. The log10(clearance) is 1.15. (8) The drug is O=C(c1ccccc1)N1CCN(Cc2ccccc2)CC1. The log10(clearance) is 1.30.